This data is from Full USPTO retrosynthesis dataset with 1.9M reactions from patents (1976-2016). The task is: Predict the reactants needed to synthesize the given product. (1) Given the product [F:1][C:2]1[C:3]([C:8]2[CH:9]=[N:10][CH:11]=[CH:12][CH:13]=2)=[CH:4][CH:5]=[CH:6][C:7]=1[B:14]([OH:17])[OH:15], predict the reactants needed to synthesize it. The reactants are: [F:1][C:2]1[CH:7]=[CH:6][CH:5]=[CH:4][C:3]=1[C:8]1[CH:9]=[N:10][CH:11]=[CH:12][CH:13]=1.[B:14](OC)([O:17]C)[O:15]C. (2) Given the product [C:3]([OH:12])(=[O:17])[C:25]1[CH:24]=[CH:23][C:14]([C:13]([OH:16])=[O:15])=[CH:19][CH:20]=1, predict the reactants needed to synthesize it. The reactants are: ON1C(=O)N(O)C(=O)N(O)[C:3]1=[O:12].[C:13]([OH:16])(=[O:15])[CH3:14].[O:17]=O.[CH3:19][C:20]1C=C[C:23](C)=[CH:24][CH:25]=1. (3) Given the product [O:25]=[C:24]1[NH:22][N:23]=[C:1]([C:3]2[N:8]=[C:7]([O:9][C@H:10]3[CH2:14][CH2:13][N:12]([C:15]([O:17][C:18]([CH3:21])([CH3:20])[CH3:19])=[O:16])[CH2:11]3)[CH:6]=[CH:5][CH:4]=2)[NH:2]1, predict the reactants needed to synthesize it. The reactants are: [C:1]([C:3]1[N:8]=[C:7]([O:9][C@H:10]2[CH2:14][CH2:13][N:12]([C:15]([O:17][C:18]([CH3:21])([CH3:20])[CH3:19])=[O:16])[CH2:11]2)[CH:6]=[CH:5][CH:4]=1)#[N:2].[NH:22]([C:24](OCC)=[O:25])[NH2:23]. (4) Given the product [Cl:39][C:38]1[CH:37]=[CH:36][CH:35]=[C:34]([Cl:40])[C:33]=1[C:31]([NH:30][C:27]1[CH:26]=[CH:25][C:24]([CH2:23][C@@H:4]([C:3]([OH:41])=[O:2])[NH:5][C:6]([C:8]2([CH2:14][C:15]3[CH:16]=[CH:17][C:18]([O:21][CH3:22])=[CH:19][CH:20]=3)[CH2:9][CH2:10][CH2:11][CH2:12][CH2:13]2)=[O:7])=[CH:29][CH:28]=1)=[O:32], predict the reactants needed to synthesize it. The reactants are: C[O:2][C:3](=[O:41])[C@H:4]([CH2:23][C:24]1[CH:29]=[CH:28][C:27]([NH:30][C:31]([C:33]2[C:38]([Cl:39])=[CH:37][CH:36]=[CH:35][C:34]=2[Cl:40])=[O:32])=[CH:26][CH:25]=1)[NH:5][C:6]([C:8]1([CH2:14][C:15]2[CH:20]=[CH:19][C:18]([O:21][CH3:22])=[CH:17][CH:16]=2)[CH2:13][CH2:12][CH2:11][CH2:10][CH2:9]1)=[O:7].[OH-].[Na+]. (5) Given the product [N:16]1([CH2:15][CH2:14][O:1][C:2]2[CH:3]=[C:4]3[C:8](=[CH:9][CH:10]=2)[C:7](=[O:11])[CH2:6][CH2:5]3)[CH2:21][CH2:20][O:19][CH2:18][CH2:17]1, predict the reactants needed to synthesize it. The reactants are: [OH:1][C:2]1[CH:3]=[C:4]2[C:8](=[CH:9][CH:10]=1)[C:7](=[O:11])[CH2:6][CH2:5]2.Cl.Cl[CH2:14][CH2:15][N:16]1[CH2:21][CH2:20][O:19][CH2:18][CH2:17]1.C(=O)([O-])[O-].[K+].[K+]. (6) Given the product [N:37]1[N:36]([CH2:35][C:34]2[CH:33]=[CH:32][C:31]([C:2]3[N:3]=[C:4]([C@H:14]4[CH2:18][C@@H:17]([OH:19])[CH2:16][N:15]4[C:20](=[O:22])[CH3:21])[N:5]4[C:10]5[CH:11]=[CH:12][NH:13][C:9]=5[N:8]=[CH:7][C:6]=34)=[CH:42][CH:41]=2)[N:40]=[CH:39][CH:38]=1, predict the reactants needed to synthesize it. The reactants are: Br[C:2]1[N:3]=[C:4]([C@H:14]2[CH2:18][C@@H:17]([OH:19])[CH2:16][N:15]2[C:20](=[O:22])[CH3:21])[N:5]2[C:10]3[CH:11]=[CH:12][NH:13][C:9]=3[N:8]=[CH:7][C:6]=12.CC1(C)C(C)(C)OB([C:31]2[CH:42]=[CH:41][C:34]([CH2:35][N:36]3[N:40]=[CH:39][CH:38]=[N:37]3)=[CH:33][CH:32]=2)O1.C([O-])([O-])=O.[Cs+].[Cs+]. (7) Given the product [S:1]([OH:27])([O:4][N:5]1[C:11](=[O:12])[N:10]2[CH2:13][C@H:6]1[C:7]([CH2:17][CH2:18][NH2:19])=[CH:8][C@H:9]2[C:14](=[O:16])[NH2:15])(=[O:3])=[O:2], predict the reactants needed to synthesize it. The reactants are: [S:1]([OH:27])([O:4][N:5]1[C:11](=[O:12])[N:10]2[CH2:13][C@H:6]1[C:7]([CH2:17][CH2:18][NH:19]C(OC(C)(C)C)=O)=[CH:8][C@H:9]2[C:14](=[O:16])[NH2:15])(=[O:3])=[O:2].FC(F)(F)C(O)=O. (8) Given the product [CH3:18][C@@H:13]1[N:12]([C:8]2[C:9]3[C:4](=[CH:3][C:2]([B:19]([OH:23])[OH:20])=[CH:11][CH:10]=3)[CH:5]=[N:6][N:7]=2)[CH2:17][CH2:16][O:15][CH2:14]1, predict the reactants needed to synthesize it. The reactants are: Br[C:2]1[CH:3]=[C:4]2[C:9](=[CH:10][CH:11]=1)[C:8]([N:12]1[CH2:17][CH2:16][O:15][CH2:14][C@@H:13]1[CH3:18])=[N:7][N:6]=[CH:5]2.[B:19]1(B2OC(C)(C)C(C)(C)O2)[O:23]C(C)(C)C(C)(C)[O:20]1.C([O-])(=O)C.[K+].